This data is from Drug-target binding data from BindingDB using IC50 measurements. The task is: Regression. Given a target protein amino acid sequence and a drug SMILES string, predict the binding affinity score between them. We predict pIC50 (pIC50 = -log10(IC50 in M); higher means more potent). Dataset: bindingdb_ic50. (1) The compound is Cc1[nH]n(-c2ccccc2)c(=O)c1N=Nc1ccc(N)cc1. The target is TRQARRNRRRRWRERQR. The pIC50 is 4.1. (2) The drug is CS(=O)(=O)c1ccc(-c2cnc(NCc3ccco3)n3cnnc23)cc1. The target protein (Q9BZ95) has sequence MDFSFSFMQGIMGNTIQQPPQLIDSANIRQEDAFDNNSDIAEDGGQTPYEATLQQGFQYPATTEDLPPLTNGYPSSISVYETQTKYQSYNQYPNGSANGFGAVRNFSPTDYYHSEIPNTRPHEILEKPSPPQPPPPPSVPQTVIPKKTGSPEIKLKITKTIQNGRELFESSLCGDLLNEVQASEHTKSKHESRKEKRKKSNKHDSSRSEERKSHKIPKLEPEEQNRPNERVDTVSEKPREEPVLKEEAPVQPILSSVPTTEVSTGVKFQVGDLVWSKVGTYPWWPCMVSSDPQLEVHTKINTRGAREYHVQFFSNQPERAWVHEKRVREYKGHKQYEELLAEATKQASNHSEKQKIRKPRPQRERAQWDIGIAHAEKALKMTREERIEQYTFIYIDKQPEEALSQAKKSVASKTEVKKTRRPRSVLNTQPEQTNAGEVASSLSSTEIRRHSQRRHTSAEEEEPPPVKIAWKTAAARKSLPASITMHKGSLDLQKCNMSPV.... The pIC50 is 4.0. (3) The compound is C=CC(=O)Nc1ccc(S(=O)(=O)N2CCN(C(=O)C34CC5CC(CC(C5)C3)C4)CC2)cn1. The pIC50 is 5.2. The target protein (P22735) has sequence MMDGPRSDVGRWGGNPLQPPTTPSPEPEPEPDGRSRRGGGRSFWARCCGCCSCRNAADDDWGPEPSDSRGRGSSSGTRRPGSRGSDSRRPVSRGSGVNAAGDGTIREGMLVVNGVDLLSSRSDQNRREHHTDEYEYDELIVRRGQPFHMLLLLSRTYESSDRITLELLIGNNPEVGKGTHVIIPVGKGGSGGWKAQVVKASGQNLNLRVHTSPNAIIGKFQFTVRTQSDAGEFQLPFDPRNEIYILFNPWCPEDIVYVDHEDWRQEYVLNESGRIYYGTEAQIGERTWNYGQFDHGVLDACLYILDRRGMPYGGRGDPVNVSRVISAMVNSLDDNGVLIGNWSGDYSRGTNPSAWVGSVEILLSYLRTGYSVPYGQCWVFAGVTTTVLRCLGLATRTVTNFNSAHDTDTSLTMDIYFDENMKPLEHLNHDSVWNFHVWNDCWMKRPDLPSGFDGWQVVDATPQETSSGIFCCGPCSVESIKNGLVYMKYDTPFIFAEVNS.... (4) The compound is CCC(C)CC(C)CC(O)(CO)C(=O)O[C@@H]1CC[C@H](C)[C@@]2(C)C=C([C@H](C)CO)C(=O)C=C12. The target protein (P05164) has sequence MGVPFFSSLRCMVDLGPCWAGGLTAEMKLLLALAGLLAILATPQPSEGAAPAVLGEVDTSLVLSSMEEAKQLVDKAYKERRESIKQRLRSGSASPMELLSYFKQPVAATRTAVRAADYLHVALDLLERKLRSLWRRPFNVTDVLTPAQLNVLSKSSGCAYQDVGVTCPEQDKYRTITGMCNNRRSPTLGASNRAFVRWLPAEYEDGFSLPYGWTPGVKRNGFPVALARAVSNEIVRFPTDQLTPDQERSLMFMQWGQLLDHDLDFTPEPAARASFVTGVNCETSCVQQPPCFPLKIPPNDPRIKNQADCIPFFRSCPACPGSNITIRNQINALTSFVDASMVYGSEEPLARNLRNMSNQLGLLAVNQRFQDNGRALLPFDNLHDDPCLLTNRSARIPCFLAGDTRSSEMPELTSMHTLLLREHNRLATELKSLNPRWDGERLYQEARKIVGAMVQIITYRDYLPLVLGPTAMRKYLPTYRSYNDSVDPRIANVFTNAFRY.... The pIC50 is 4.0. (5) The compound is O=P(O)(O)O[C@H]1[C@H](OP(=O)(O)O)[C@@H](OP(=O)(O)O)[C@@H](OP(=O)(O)O)[C@@H](OP(=O)(O)O)[C@@H]1OP(=O)(O)OP(=O)(O)O. The target protein (P17442) has sequence MKFGKYLEARQLELAEYNSHFIDYKALKKLIKQLAIPTLKASSDLDLHLTLDDIDEKIIHQRLQENKAAFFFKLERELEKVNGYYLARESDLRIKFNILHSKYKDYKINGKLNSNQATSFKNLYAAFKKFQKDLRNLEQYVELNKTGFSKALKKWDKRSQSHDKDFYLATVVSIQPIFTRDGPLKLNDETLHILLELNDIDNNNRRADIQSSTFTNDDDDDNNTSNNNKHNNNNNNNNNNNNNNNNNNILHNNYELTTSKISENQLEHLFQASSSSLDMEMEIENWYKEILNIATVKDVQRKHALLRNFRETKIFTYLLQNSSESFHKNVFSLLKECLTTLFLLLVASPLDDNSLHIFYKSNQDHIDLSYCDEDDQVFSRKNVFHEAASCPEKSRLFILDEALTTSKLSKETVQKLLNAQDIHSRVPLHYAAELGKLEFVHSLLITNLLEDVDPIDSDSKTPLVLAITNNHIDVVRDLLTIGGANASPIEKPILDYSKNV.... The pIC50 is 4.6. (6) The compound is CCCc1c(C)nc(-c2ccccc2O)n(CCc2cccc(F)c2)c1=O. The target protein sequence is MAFYSCCWVLLALTWHTSAYGPDQRAQKKGDIILGGLFPIHFGVAAKDQDLKSRPESVECIRYNFRGFRWLQAMIFAIEEINSSPALLPNLTLGYRIFDTCNTVSKALEATLSFVAQNKIDSLNLDEFCNCSEHIPSTIAVVGATGSGVSTAVANLLGLFYIPQVSYASSSRLLSNKNQFKSFLRTIPNDEHQATAMADIIEYFRWNWVGTIAADDDYGRPGIEKFREEAEERDICIDFSELISQYSDEEEIQHVVEVIQNSTAKVIVVFSSGPDLEPLIKEIVRRNITGKIWLASEAWASSSLIAMPQYFHVVGGTIGFALKAGQIPGFREFLKKVHPRKSVHNGFAKEFWEETFNCHLQEGAKGPLPVDTFLRGHEESGDRFSNSSTAFRPLCTGDENISSVETPYIDYTHLRISYNVYLAVYSIAHALQDIYTCLPGRGLFTNGSCADIKKVEAWQVLKHLRHLNFTNNMGEQVTFDECGDLVGNYSIINWHLSPED.... The pIC50 is 6.8. (7) The small molecule is CCCC(O)c1cc(=O)c(O)cn1-c1cccc(-c2ccccc2)c1. The target protein (P21964) has sequence MPEAPPLLLAAVLLGLVLLVVLLLLLRHWGWGLCLIGWNEFILQPIHNLLMGDTKEQRILNHVLQHAEPGNAQSVLEAIDTYCEQKEWAMNVGDKKGKIVDAVIQEHQPSVLLELGAYCGYSAVRMARLLSPGARLITIEINPDCAAITQRMVDFAGVKDKVTLVVGASQDIIPQLKKKYDVDTLDMVFLDHWKDRYLPDTLLLEECGLLRKGTVLLADNVICPGAPDFLAHVRGSSCFECTHYQSFLEYREVVDGLEKAIYKGPGSEAGP. The pIC50 is 6.0.